Dataset: Reaction yield outcomes from USPTO patents with 853,638 reactions. Task: Predict the reaction yield, written as a fraction of the theoretical maximum amount of product (1.0 means a 100% yield; for example, 0.34 means a 34% yield). The reactants are [OH:1][CH:2]1[CH2:11][C:10]2[C:9]([NH:12][C:13]([NH:15][C:16]3[CH:21]=[CH:20][CH:19]=[C:18](I)[CH:17]=3)=[O:14])=[CH:8][CH:7]=[CH:6][C:5]=2[CH2:4][CH2:3]1.[C:23]1([CH3:32])[CH:28]=[CH:27][C:26](B(O)O)=[CH:25][CH:24]=1.C(=O)(O)[O-].[Na+].C(OC(=O)C)C. The catalyst is C1COCC1.C1C=CC([P]([Pd]([P](C2C=CC=CC=2)(C2C=CC=CC=2)C2C=CC=CC=2)([P](C2C=CC=CC=2)(C2C=CC=CC=2)C2C=CC=CC=2)[P](C2C=CC=CC=2)(C2C=CC=CC=2)C2C=CC=CC=2)(C2C=CC=CC=2)C2C=CC=CC=2)=CC=1. The product is [OH:1][CH:2]1[CH2:11][C:10]2[C:9]([NH:12][C:13]([NH:15][C:16]3[CH:17]=[C:18]([C:26]4[CH:27]=[CH:28][C:23]([CH3:32])=[CH:24][CH:25]=4)[CH:19]=[CH:20][CH:21]=3)=[O:14])=[CH:8][CH:7]=[CH:6][C:5]=2[CH2:4][CH2:3]1. The yield is 0.340.